Dataset: Retrosynthesis with 50K atom-mapped reactions and 10 reaction types from USPTO. Task: Predict the reactants needed to synthesize the given product. (1) Given the product NCc1ccc2c(CC(=O)N[C@@H](Cc3cc(F)cc(F)c3)c3ncccc3-c3cccc(C(N)=O)c3)c[nH]c2c1, predict the reactants needed to synthesize it. The reactants are: CC(C)(C)OC(=O)NCc1ccc2c(CC(=O)N[C@@H](Cc3cc(F)cc(F)c3)c3ncccc3-c3cccc(C(N)=O)c3)c[nH]c2c1. (2) Given the product CP(C)(=O)c1ccc(Nc2nc(Cl)nc(Cl)n2)cc1, predict the reactants needed to synthesize it. The reactants are: CP(C)(=O)c1ccc(N)cc1.Clc1nc(Cl)nc(Cl)n1. (3) Given the product COc1ccc(-c2ccnn2Cc2ccc(C(=O)O)cc2)cc1O[C@@H]1CCOC1, predict the reactants needed to synthesize it. The reactants are: COC(=O)c1ccc(Cn2nccc2-c2ccc(OC)c(O[C@@H]3CCOC3)c2)cc1. (4) The reactants are: COc1ccc2c(c1C#Cc1ccccc1)CCCC2=O. Given the product COc1ccc2c(c1CCc1ccccc1)CCCC2=O, predict the reactants needed to synthesize it. (5) Given the product O=[N+]([O-])c1cc(F)cc(-c2ccc([C@H](O)C(F)F)cc2)c1, predict the reactants needed to synthesize it. The reactants are: O=[N+]([O-])c1cc(F)cc(I)c1.OB(O)c1ccc([C@H](O)C(F)F)cc1. (6) Given the product N#Cc1ccc(N2CCC(O)(Cc3ccccc3)CC2)c2ccccc12, predict the reactants needed to synthesize it. The reactants are: N#Cc1ccc(F)c2ccccc12.OC1(Cc2ccccc2)CCNCC1. (7) Given the product COc1cc(OC)c(C(=O)CC2CCCCC2)c(F)c1Br, predict the reactants needed to synthesize it. The reactants are: COc1cc(F)c(Br)c(OC)c1.O=C(Cl)CC1CCCCC1. (8) Given the product C[C@]1(C(=O)O)COCC[C@H]1NS(=O)(=O)c1ccc(OCc2ccccc2)cc1, predict the reactants needed to synthesize it. The reactants are: COC(=O)[C@@]1(C)COCC[C@H]1NS(=O)(=O)c1ccc(OCc2ccccc2)cc1. (9) The reactants are: C1COCCN1.O=Cc1ccc(CN(Cc2nc3ccccc3[nH]2)C2CCCc3cccnc32)cc1. Given the product c1cnc2c(c1)CCCC2N(Cc1ccc(CN2CCOCC2)cc1)Cc1nc2ccccc2[nH]1, predict the reactants needed to synthesize it.